The task is: Predict which catalyst facilitates the given reaction.. This data is from Catalyst prediction with 721,799 reactions and 888 catalyst types from USPTO. (1) Reactant: [F:1][C:2]1[CH:7]=[CH:6][C:5]([N:8]=[C:9]=[O:10])=[CH:4][CH:3]=1.[F:11][C:12]([F:32])([F:31])[O:13][C:14]1[CH:19]=[CH:18][C:17]([C:20]2([N:23]3[CH2:28][CH2:27][CH:26]([O:29][NH2:30])[CH2:25][CH2:24]3)[CH2:22][CH2:21]2)=[CH:16][CH:15]=1. Product: [F:1][C:2]1[CH:7]=[CH:6][C:5]([NH:8][C:9]([NH:30][O:29][CH:26]2[CH2:27][CH2:28][N:23]([C:20]3([C:17]4[CH:18]=[CH:19][C:14]([O:13][C:12]([F:11])([F:31])[F:32])=[CH:15][CH:16]=4)[CH2:21][CH2:22]3)[CH2:24][CH2:25]2)=[O:10])=[CH:4][CH:3]=1. The catalyst class is: 7. (2) Reactant: [CH2:1]([N:8]1[C:17](=[O:18])[C:16]2[C:11](=[CH:12][C:13]([O:20][CH3:21])=[C:14]([OH:19])[CH:15]=2)[N:10]=[CH:9]1)[C:2]1[CH:7]=[CH:6][CH:5]=[CH:4][CH:3]=1.C(=O)([O-])[O-].[K+].[K+].CS(O[CH:33]1[CH2:42][CH2:41][C:36]2([O:40][CH2:39][CH2:38][O:37]2)[CH2:35][CH2:34]1)(=O)=O.O. Product: [CH2:1]([N:8]1[C:17](=[O:18])[C:16]2[C:11](=[CH:12][C:13]([O:20][CH3:21])=[C:14]([O:19][CH:33]3[CH2:42][CH2:41][C:36]4([O:40][CH2:39][CH2:38][O:37]4)[CH2:35][CH2:34]3)[CH:15]=2)[N:10]=[CH:9]1)[C:2]1[CH:3]=[CH:4][CH:5]=[CH:6][CH:7]=1. The catalyst class is: 9. (3) The catalyst class is: 6. Reactant: Cl.[F:2][C:3]1[CH:8]=[CH:7][C:6](/[CH:9]=[CH:10]/[C:11]2[CH:16]=[CH:15][C:14]([S:17]([C:20]3[CH:21]=[C:22]([NH2:26])[CH:23]=[CH:24][CH:25]=3)(=[O:19])=[O:18])=[CH:13][CH:12]=2)=[CH:5][CH:4]=1.[O-:27][C:28]#[N:29].[K+].[C:31]([OH:34])(=[O:33])[CH3:32]. Product: [C:31]([O:34][CH2:24][CH3:25])(=[O:33])[CH3:32].[CH3:3][CH2:4][CH2:5][CH:6]([CH3:9])[CH3:7].[F:2][C:3]1[CH:4]=[CH:5][C:6](/[CH:9]=[CH:10]/[C:11]2[CH:12]=[CH:13][C:14]([S:17]([C:20]3[CH:21]=[C:22]([NH:26][C:28]([NH2:29])=[O:27])[CH:23]=[CH:24][CH:25]=3)(=[O:19])=[O:18])=[CH:15][CH:16]=2)=[CH:7][CH:8]=1. (4) Reactant: [CH2:1]([Li])CCC.[CH2:6]([O:13][C@:14]1([CH3:29])[C@H:17]([CH:18]=O)[N:16]([C:20]2[CH:25]=[CH:24][C:23]([O:26][CH3:27])=[CH:22][CH:21]=2)[C:15]1=[O:28])[C:7]1[CH:12]=[CH:11][CH:10]=[CH:9][CH:8]=1.[Cl-].[NH4+]. Product: [CH2:6]([O:13][C@:14]1([CH3:29])[C@H:17]([CH:18]=[CH2:1])[N:16]([C:20]2[CH:21]=[CH:22][C:23]([O:26][CH3:27])=[CH:24][CH:25]=2)[C:15]1=[O:28])[C:7]1[CH:8]=[CH:9][CH:10]=[CH:11][CH:12]=1. The catalyst class is: 597. (5) The catalyst class is: 173. Product: [F:35][C:36]([CH:48]1[CH2:53][CH2:52][N:51]([C:16]([NH:13][C:4]2[CH:3]=[C:2]([CH3:1])[N:7]=[N:6][CH:5]=2)=[O:25])[CH2:50][CH2:49]1)([S:38]([C:41]1[CH:46]=[CH:45][CH:44]=[C:43]([F:47])[CH:42]=1)(=[O:40])=[O:39])[CH3:37]. Reactant: [CH3:1][C:2]1[N:7]=[N:6][CH:5]=[C:4](C(O)=O)[CH:3]=1.C([N:13]([CH2:16]C)CC)C.C1C=CC(P(N=[N+]=[N-])(C2C=CC=CC=2)=[O:25])=CC=1.[F:35][C:36]([CH:48]1[CH2:53][CH2:52][NH:51][CH2:50][CH2:49]1)([S:38]([C:41]1[CH:46]=[CH:45][CH:44]=[C:43]([F:47])[CH:42]=1)(=[O:40])=[O:39])[CH3:37]. (6) Reactant: [S:1]1[CH2:5][C:4](=O)[NH:3][C:2]1=O.P(Br)(Br)([Br:10])=O.CN(C)[CH:15]=[O:16].[BrH:18]. Product: [Br:18][C:2]1[S:1][C:5]([CH:15]=[O:16])=[C:4]([Br:10])[N:3]=1. The catalyst class is: 2. (7) Reactant: C([O:3][C:4](=[O:18])[CH:5]([C:11]1[C:16]([Cl:17])=[N:15][CH:14]=[CH:13][N:12]=1)C(OCC)=O)C.[OH-].[Na+].Cl.C(OCC)C. Product: [Cl:17][C:16]1[C:11]([CH2:5][C:4]([OH:18])=[O:3])=[N:12][CH:13]=[CH:14][N:15]=1. The catalyst class is: 8. (8) Reactant: CS(O[CH2:6][C@H:7]([C:15]1[CH:20]=[CH:19][CH:18]=[CH:17][CH:16]=1)[CH2:8][CH2:9]OS(C)(=O)=O)(=O)=O.[CH2:21]([NH2:24])[CH2:22][CH3:23]. Product: [C:15]1([C@@H:7]2[CH2:8][CH2:9][N:24]([CH2:21][CH2:22][CH3:23])[CH2:6]2)[CH:20]=[CH:19][CH:18]=[CH:17][CH:16]=1. The catalyst class is: 27. (9) Reactant: C1([Li])C=CC=CC=1.[CH2:8]([N:12]1[C:16]2[CH:17]=[C:18](Br)[CH:19]=[CH:20][C:15]=2[N:14]=[C:13]1[NH2:22])[CH:9]([CH3:11])[CH3:10].C([Li])(C)(C)C.[Cl-].[NH4+].[O:30]1CCC[CH2:31]1. Product: [CH2:8]([N:12]1[C:16]2[CH:17]=[C:18]([CH:31]=[O:30])[CH:19]=[CH:20][C:15]=2[N:14]=[C:13]1[NH2:22])[CH:9]([CH3:11])[CH3:10]. The catalyst class is: 9. (10) Reactant: [Br:1][C:2]1[CH:3]=[N:4][CH:5]=[CH:6][C:7]=1[CH:8]=[O:9].[CH3:10][Mg]Br.CCOCC.[NH4+].[Cl-]. Product: [Br:1][C:2]1[CH:3]=[N:4][CH:5]=[CH:6][C:7]=1[CH:8]([OH:9])[CH3:10]. The catalyst class is: 1.